This data is from Forward reaction prediction with 1.9M reactions from USPTO patents (1976-2016). The task is: Predict the product of the given reaction. (1) Given the reactants [CH3:1][O:2]/[N:3]=[C:4](/[C:6]1[N:11]=[C:10]([C:12]#[C:13][CH2:14][O:15][N:16]2[C:24](=[O:25])[C:23]3[C:18](=[CH:19][CH:20]=[CH:21][CH:22]=3)[C:17]2=[O:26])[CH:9]=[CH:8][CH:7]=1)\[CH3:5], predict the reaction product. The product is: [CH3:1][O:2]/[N:3]=[C:4](/[C:6]1[N:11]=[C:10]([CH2:12][CH2:13][CH2:14][O:15][N:16]2[C:17](=[O:26])[C:18]3[C:23](=[CH:22][CH:21]=[CH:20][CH:19]=3)[C:24]2=[O:25])[CH:9]=[CH:8][CH:7]=1)\[CH3:5]. (2) Given the reactants [Cl:1][C:2]1[CH:10]=[C:9]2[C:5]([C:6]([C:11]([N:13]3[CH2:18][CH2:17][C:16]4([C:22]5[CH:23]=[CH:24][CH:25]=[CH:26][C:21]=5[C:20](=[O:27])[O:19]4)[CH2:15][CH2:14]3)=[O:12])=[CH:7][NH:8]2)=[CH:4][CH:3]=1.[H-].[Na+].F[C:31]1[CH:36]=[CH:35][CH:34]=[CH:33][N:32]=1, predict the reaction product. The product is: [Cl:1][C:2]1[CH:10]=[C:9]2[C:5]([C:6]([C:11]([N:13]3[CH2:18][CH2:17][C:16]4([C:22]5[CH:23]=[CH:24][CH:25]=[CH:26][C:21]=5[C:20](=[O:27])[O:19]4)[CH2:15][CH2:14]3)=[O:12])=[CH:7][N:8]2[C:31]2[CH:36]=[CH:35][CH:34]=[CH:33][N:32]=2)=[CH:4][CH:3]=1. (3) Given the reactants [CH3:1][C:2]1[C:7]([CH2:8][C:9]#N)=[CH:6][CH:5]=[CH:4][N:3]=1.S(=O)(=O)(O)O.C(=O)(O)[O-:17].[Na+].[CH2:21]([OH:23])[CH3:22], predict the reaction product. The product is: [CH2:21]([O:23][C:9](=[O:17])[CH2:8][C:7]1[C:2]([CH3:1])=[N:3][CH:4]=[CH:5][CH:6]=1)[CH3:22]. (4) Given the reactants [CH2:1]([O:8][C:9]([NH:11][CH2:12][CH2:13][CH2:14][CH2:15][C@H:16]([O:27][P:28]([CH:38]([NH:42]CC1C=CC(OC)=CC=1)[CH:39]([CH3:41])[CH3:40])([O:30][CH2:31][C:32]1[CH:37]=[CH:36][CH:35]=[CH:34][CH:33]=1)=[O:29])[C:17]([O:19][CH2:20][C:21]1[CH:26]=[CH:25][CH:24]=[CH:23][CH:22]=1)=[O:18])=[O:10])[C:2]1[CH:7]=[CH:6][CH:5]=[CH:4][CH:3]=1.[N+]([O-])([O-])=O.[NH4+].[NH4+].[Ce+4].[N+]([O-])([O-])=O.[N+]([O-])([O-])=O.[N+]([O-])([O-])=O.[N+]([O-])([O-])=O.[N+]([O-])([O-])=O.S([O-])([O-])(=O)=S.[Na+].[Na+], predict the reaction product. The product is: [NH2:42][CH:38]([P:28]([O:30][CH2:31][C:32]1[CH:33]=[CH:34][CH:35]=[CH:36][CH:37]=1)([O:27][C@@H:16]([CH2:15][CH2:14][CH2:13][CH2:12][NH:11][C:9]([O:8][CH2:1][C:2]1[CH:7]=[CH:6][CH:5]=[CH:4][CH:3]=1)=[O:10])[C:17]([O:19][CH2:20][C:21]1[CH:26]=[CH:25][CH:24]=[CH:23][CH:22]=1)=[O:18])=[O:29])[CH:39]([CH3:41])[CH3:40]. (5) Given the reactants [CH3:1][O:2][C:3]1[C:11]2[O:10][C:9]([CH:12]([OH:17])[CH2:13][CH2:14][CH2:15]O)=[CH:8][C:7]=2[CH:6]=[CH:5][CH:4]=1.O.C1(C)C=CC(S(O)(=O)=O)=CC=1, predict the reaction product. The product is: [CH3:1][O:2][C:3]1[C:11]2[O:10][C:9]([CH:12]3[CH2:13][CH2:14][CH2:15][O:17]3)=[CH:8][C:7]=2[CH:6]=[CH:5][CH:4]=1. (6) Given the reactants [CH3:1][C:2]1([CH3:16])[C:6]([CH3:8])([CH3:7])[O:5][B:4]([C:9]2[CH:10]=[C:11]([CH:13]=[CH:14][CH:15]=2)[NH2:12])[O:3]1.[CH2:17]([N:19]([CH2:22]C)CC)C.ClC(Cl)([O:27]C(=O)OC(Cl)(Cl)Cl)Cl.CN, predict the reaction product. The product is: [CH3:17][NH:19][C:22]([NH:12][C:11]1[CH:13]=[CH:14][CH:15]=[C:9]([B:4]2[O:3][C:2]([CH3:16])([CH3:1])[C:6]([CH3:7])([CH3:8])[O:5]2)[CH:10]=1)=[O:27].